This data is from Forward reaction prediction with 1.9M reactions from USPTO patents (1976-2016). The task is: Predict the product of the given reaction. (1) Given the reactants Cl[C:2]1[C:11]2=[N:12][N:13](CC3C=CC(OC)=CC=3)[CH:14]=[C:10]2[C:9]2[CH:8]=[C:7]([O:24][CH3:25])[CH:6]=[CH:5][C:4]=2[N:3]=1.[CH3:26][C:27]1[CH:31]=[C:30]([NH2:32])[NH:29][N:28]=1.Cl, predict the reaction product. The product is: [CH3:25][O:24][C:7]1[CH:6]=[CH:5][C:4]2[N:3]=[C:2]([NH:32][C:30]3[NH:29][N:28]=[C:27]([CH3:26])[CH:31]=3)[C:11]3[NH:12][N:13]=[CH:14][C:10]=3[C:9]=2[CH:8]=1. (2) Given the reactants [Cl:1][C:2]1[C:3](F)=[N:4][C:5]([F:19])=[C:6]([Cl:18])[C:7]=1[O:8][C:9]1[CH:14]=[CH:13][C:12]([O:15][CH3:16])=[C:11]([Br:17])[CH:10]=1.Cl.[CH3:22][O:23][C:24](=[O:27])[CH2:25][NH2:26].C(=O)([O-])[O-].[K+].[K+], predict the reaction product. The product is: [Cl:18][C:6]1[C:5]([F:19])=[N:4][C:3]([NH:26][CH2:25][C:24]([O:23][CH3:22])=[O:27])=[C:2]([Cl:1])[C:7]=1[O:8][C:9]1[CH:14]=[CH:13][C:12]([O:15][CH3:16])=[C:11]([Br:17])[CH:10]=1. (3) Given the reactants O.[OH-].[Li+].C(OP([CH:12]1[C:21](=[O:22])[N:20]2[C@H:15]([CH2:16][CH2:17][CH2:18][C@H:19]2[C:23]2[CH:28]=[CH:27][C:26]([Cl:29])=[CH:25][CH:24]=2)[CH2:14][CH2:13]1)(=O)OCC)C.[CH3:30][O:31][C:32]1[CH:33]=[C:34]([CH:37]=[CH:38][C:39]=1[N:40]1[CH:44]=[C:43]([CH3:45])[N:42]=[CH:41]1)[CH:35]=O.O.C(=O)(O)[O-].[Na+], predict the reaction product. The product is: [Cl:29][C:26]1[CH:27]=[CH:28][C:23]([C@@H:19]2[CH2:18][CH2:17][CH2:16][C@H:15]3[N:20]2[C:21](=[O:22])/[C:12](=[CH:35]/[C:34]2[CH:37]=[CH:38][C:39]([N:40]4[CH:44]=[C:43]([CH3:45])[N:42]=[CH:41]4)=[C:32]([O:31][CH3:30])[CH:33]=2)/[CH2:13][CH2:14]3)=[CH:24][CH:25]=1. (4) Given the reactants [N:1]1[CH:6]=[CH:5][C:4]([CH2:7][C:8]([C:10]2[CH:15]=[CH:14][C:13]([O:16][CH2:17][C:18]3[CH:27]=[CH:26][C:25]4[C:20](=[CH:21][CH:22]=[CH:23][CH:24]=4)[N:19]=3)=[CH:12][CH:11]=2)=O)=[CH:3][CH:2]=1.Cl.[NH2:29][OH:30].[C:31](O)(=O)C.C(=O)(O)[O-].[Na+], predict the reaction product. The product is: [N:1]1[CH:6]=[CH:5][C:4]([C:7]2[CH:31]=[N:29][O:30][C:8]=2[C:10]2[CH:15]=[CH:14][C:13]([O:16][CH2:17][C:18]3[CH:27]=[CH:26][C:25]4[C:20](=[CH:21][CH:22]=[CH:23][CH:24]=4)[N:19]=3)=[CH:12][CH:11]=2)=[CH:3][CH:2]=1. (5) Given the reactants [Cl:1][C:2]1[C:11]2[C:6](=[CH:7][CH:8]=[CH:9][C:10]=2[Cl:12])[CH:5]=[C:4]([C@@H:13]([NH:15][C:16]2[N:24]=[CH:23][N:22]=[C:21]3[C:17]=2[N:18]=[CH:19][NH:20]3)[CH3:14])[N:3]=1.C(N(CC)CC)C.[C:32](O[C:32]([O:34][C:35]([CH3:38])([CH3:37])[CH3:36])=[O:33])([O:34][C:35]([CH3:38])([CH3:37])[CH3:36])=[O:33], predict the reaction product. The product is: [Cl:1][C:2]1[C:11]2[C:6](=[CH:7][CH:8]=[CH:9][C:10]=2[Cl:12])[CH:5]=[C:4]([C@@H:13]([NH:15][C:16]2[N:24]=[CH:23][N:22]=[C:21]3[C:17]=2[N:18]=[CH:19][N:20]3[C:32]([O:34][C:35]([CH3:38])([CH3:37])[CH3:36])=[O:33])[CH3:14])[N:3]=1.